This data is from NCI-60 drug combinations with 297,098 pairs across 59 cell lines. The task is: Regression. Given two drug SMILES strings and cell line genomic features, predict the synergy score measuring deviation from expected non-interaction effect. (1) Drug 1: CC1OCC2C(O1)C(C(C(O2)OC3C4COC(=O)C4C(C5=CC6=C(C=C35)OCO6)C7=CC(=C(C(=C7)OC)O)OC)O)O. Drug 2: C1=NC2=C(N=C(N=C2N1C3C(C(C(O3)CO)O)F)Cl)N. Cell line: M14. Synergy scores: CSS=38.9, Synergy_ZIP=-3.45, Synergy_Bliss=1.15, Synergy_Loewe=-10.8, Synergy_HSA=1.87. (2) Drug 1: CNC(=O)C1=CC=CC=C1SC2=CC3=C(C=C2)C(=NN3)C=CC4=CC=CC=N4. Drug 2: CC1=C(C=C(C=C1)NC2=NC=CC(=N2)N(C)C3=CC4=NN(C(=C4C=C3)C)C)S(=O)(=O)N.Cl. Cell line: COLO 205. Synergy scores: CSS=1.71, Synergy_ZIP=5.33, Synergy_Bliss=9.47, Synergy_Loewe=-1.03, Synergy_HSA=1.16.